Dataset: Retrosynthesis with 50K atom-mapped reactions and 10 reaction types from USPTO. Task: Predict the reactants needed to synthesize the given product. (1) Given the product O=C(Nc1ccc(Sc2nc(Cl)cc(Nc3ncns3)n2)cc1)c1ccccc1Cl, predict the reactants needed to synthesize it. The reactants are: Nc1ncns1.O=C(Nc1ccc(Sc2nc(Cl)cc(Cl)n2)cc1)c1ccccc1Cl. (2) Given the product O=C(c1ccc([N+](=O)[O-])cc1Cl)N1CCCCc2sccc21, predict the reactants needed to synthesize it. The reactants are: O=C(Cl)c1ccc([N+](=O)[O-])cc1Cl.c1cc2c(s1)CCCCN2.